From a dataset of Full USPTO retrosynthesis dataset with 1.9M reactions from patents (1976-2016). Predict the reactants needed to synthesize the given product. Given the product [OH:35][CH:32]1[CH2:31][CH2:30][N:29]([C:27]2[N:28]=[C:2]([C:38]3[CH:37]=[N:36][CH:41]=[CH:40][CH:39]=3)[CH:3]=[C:4]([C:5]([N:7]3[CH2:12][CH2:11][CH:10]([N:13]4[CH2:25][CH2:24][CH2:23][C:15]5([C:19](=[O:20])[O:18][C:17]([CH3:21])([CH3:22])[CH2:16]5)[CH2:14]4)[CH2:9][CH2:8]3)=[O:6])[CH:26]=2)[CH2:34][CH2:33]1, predict the reactants needed to synthesize it. The reactants are: Cl[C:2]1[CH:3]=[C:4]([CH:26]=[C:27]([N:29]2[CH2:34][CH2:33][CH:32]([OH:35])[CH2:31][CH2:30]2)[N:28]=1)[C:5]([N:7]1[CH2:12][CH2:11][CH:10]([N:13]2[CH2:25][CH2:24][CH2:23][C:15]3([C:19](=[O:20])[O:18][C:17]([CH3:22])([CH3:21])[CH2:16]3)[CH2:14]2)[CH2:9][CH2:8]1)=[O:6].[N:36]1[CH:41]=[CH:40][CH:39]=[C:38](B(O)O)[CH:37]=1.C(OC(C)C)(C)C.